This data is from Forward reaction prediction with 1.9M reactions from USPTO patents (1976-2016). The task is: Predict the product of the given reaction. The product is: [CH3:8][C:9]1[CH:16]=[C:15]([CH3:17])[CH:14]=[CH:13][C:10]=1/[CH:11]=[N:7]/[S:5]([C:1]([CH3:4])([CH3:3])[CH3:2])=[O:6]. Given the reactants [C:1]([S@@:5]([NH2:7])=[O:6])([CH3:4])([CH3:3])[CH3:2].[CH3:8][C:9]1[CH:16]=[C:15]([CH3:17])[CH:14]=[CH:13][C:10]=1[CH:11]=O, predict the reaction product.